Dataset: Catalyst prediction with 721,799 reactions and 888 catalyst types from USPTO. Task: Predict which catalyst facilitates the given reaction. Reactant: Cl[CH2:2][CH2:3][NH:4][C:5](=[O:52])[O:6][C@@H:7]1[CH2:12][CH2:11][CH2:10][N:9]([C:13]2[N:14]=[C:15]3[CH:39]=[C:38]([C:40]([NH:42][C:43]4[S:44][CH:45]=[C:46]([C:48]([CH3:51])([CH3:50])[CH3:49])[N:47]=4)=[O:41])[CH:37]=[CH:36][N:16]3[C:17](=[O:35])[C:18]=2/[CH:19]=[CH:20]/[C:21]2[N:22]=[N:23][N:24]([CH2:26][C:27]3[CH:32]=[CH:31][C:30]([O:33][CH3:34])=[CH:29][CH:28]=3)[N:25]=2)[CH2:8]1.[CH3:53][NH:54][CH3:55]. Product: [CH3:53][N:54]([CH3:55])[CH2:2][CH2:3][NH:4][C:5](=[O:52])[O:6][C@@H:7]1[CH2:12][CH2:11][CH2:10][N:9]([C:13]2[N:14]=[C:15]3[CH:39]=[C:38]([C:40]([NH:42][C:43]4[S:44][CH:45]=[C:46]([C:48]([CH3:51])([CH3:50])[CH3:49])[N:47]=4)=[O:41])[CH:37]=[CH:36][N:16]3[C:17](=[O:35])[C:18]=2/[CH:19]=[CH:20]/[C:21]2[N:22]=[N:23][N:24]([CH2:26][C:27]3[CH:32]=[CH:31][C:30]([O:33][CH3:34])=[CH:29][CH:28]=3)[N:25]=2)[CH2:8]1. The catalyst class is: 7.